This data is from Reaction yield outcomes from USPTO patents with 853,638 reactions. The task is: Predict the reaction yield, written as a fraction of the theoretical maximum amount of product (1.0 means a 100% yield; for example, 0.34 means a 34% yield). (1) The reactants are [CH3:1][O:2][C:3]1[CH:4]=[C:5]([C:11]2[N:12]=[C:13]([NH:16][C:17]3[N:18]=[CH:19][C:20]4[C:25]([CH:26]=3)=[CH:24][CH:23]=[CH:22][CH:21]=4)[S:14][CH:15]=2)[CH:6]=[CH:7][C:8]=1[O:9][CH3:10].[H-].[Na+].[CH3:29]I. The catalyst is C1COCC1. The product is [CH3:1][O:2][C:3]1[CH:4]=[C:5]([C:11]2[N:12]=[C:13]([N:16]([C:17]3[N:18]=[CH:19][C:20]4[C:25]([CH:26]=3)=[CH:24][CH:23]=[CH:22][CH:21]=4)[CH3:29])[S:14][CH:15]=2)[CH:6]=[CH:7][C:8]=1[O:9][CH3:10]. The yield is 0.770. (2) The reactants are [CH3:1][O:2][C:3]1[CH:4]=[C:5]([C:9]2[NH:13][CH:12]=[N:11][CH:10]=2)[CH:6]=[CH:7][CH:8]=1.[H-].[Na+].[CH3:16][Si:17]([CH2:20][CH2:21][O:22][CH2:23]Cl)([CH3:19])[CH3:18]. The yield is 0.600. The product is [CH3:1][O:2][C:3]1[CH:4]=[C:5]([C:9]2[N:13]([CH2:23][O:22][CH2:21][CH2:20][Si:17]([CH3:19])([CH3:18])[CH3:16])[CH:12]=[N:11][CH:10]=2)[CH:6]=[CH:7][CH:8]=1. No catalyst specified. (3) The reactants are [C:1]1([OH:7])[CH:6]=[CH:5][CH:4]=[CH:3][CH:2]=1.[H-].[Na+].[N+]([C:13]1[S:17][C:16]([CH:18]=[O:19])=[CH:15][CH:14]=1)([O-])=O.O. The catalyst is CS(C)=O. The product is [O:7]([C:13]1[S:17][C:16]([CH:18]=[O:19])=[CH:15][CH:14]=1)[C:1]1[CH:6]=[CH:5][CH:4]=[CH:3][CH:2]=1. The yield is 0.0500. (4) The reactants are [Cl:1][C:2]1[CH:3]=[C:4]([S:9]([NH:12][CH2:13][C:14]2([C:24]3[CH:29]=[CH:28][C:27](I)=[CH:26][CH:25]=3)[CH2:19][CH2:18][N:17]([CH2:20][CH:21]3[CH2:23][CH2:22]3)[CH2:16][CH2:15]2)(=[O:11])=[O:10])[CH:5]=[CH:6][C:7]=1[F:8].[C:31]([C:33]1[CH:34]=[C:35](B(O)O)[CH:36]=[CH:37][CH:38]=1)#[N:32].C([O-])([O-])=O.[Na+].[Na+].CCO. The catalyst is C1(C)C=CC=CC=1.C1C=CC([P]([Pd]([P](C2C=CC=CC=2)(C2C=CC=CC=2)C2C=CC=CC=2)([P](C2C=CC=CC=2)(C2C=CC=CC=2)C2C=CC=CC=2)[P](C2C=CC=CC=2)(C2C=CC=CC=2)C2C=CC=CC=2)(C2C=CC=CC=2)C2C=CC=CC=2)=CC=1.O. The product is [Cl:1][C:2]1[CH:3]=[C:4]([S:9]([NH:12][CH2:13][C:14]2([C:24]3[CH:29]=[CH:28][C:27]([C:37]4[CH:36]=[CH:35][CH:34]=[C:33]([C:31]#[N:32])[CH:38]=4)=[CH:26][CH:25]=3)[CH2:19][CH2:18][N:17]([CH2:20][CH:21]3[CH2:23][CH2:22]3)[CH2:16][CH2:15]2)(=[O:11])=[O:10])[CH:5]=[CH:6][C:7]=1[F:8]. The yield is 0.450. (5) The reactants are [N-:1]=[N+:2]=[N-:3].[Na+].[Cl:5][C:6]1[CH:11]=[CH:10][C:9]([C:12]2([C:15]3[CH:20]=[CH:19][C:18]([I:21])=[CH:17][CH:16]=3)[CH2:14][O:13]2)=[CH:8][CH:7]=1. The catalyst is CC(C)=O.O. The product is [N:1]([CH2:14][C:12]([C:9]1[CH:10]=[CH:11][C:6]([Cl:5])=[CH:7][CH:8]=1)([C:15]1[CH:16]=[CH:17][C:18]([I:21])=[CH:19][CH:20]=1)[OH:13])=[N+:2]=[N-:3]. The yield is 1.00. (6) The reactants are [CH2:1]([O:3][C:4]1[C:9]([F:10])=[CH:8][C:7]([OH:11])=[CH:6][C:5]=1[F:12])[CH3:2].Cl[C:14]1[N:15]=[C:16]([OH:24])[C:17]2[CH:23]=[CH:22][N:21]=[CH:20][C:18]=2[N:19]=1. No catalyst specified. The product is [CH2:1]([O:3][C:4]1[C:5]([F:12])=[CH:6][C:7]([O:11][C:14]2[N:15]=[C:16]([OH:24])[C:17]3[CH:23]=[CH:22][N:21]=[CH:20][C:18]=3[N:19]=2)=[CH:8][C:9]=1[F:10])[CH3:2]. The yield is 0.0800. (7) The reactants are C(OC([N:8]1[CH2:13][CH2:12][CH:11]([CH2:14][N:15]2[CH:23]=[C:22]3[C:17]([CH:18]=[CH:19][C:20]([C:24]4[C:32]5[C:27](=[CH:28][C:29]([F:33])=[CH:30][CH:31]=5)[NH:26][CH:25]=4)=[CH:21]3)=[N:16]2)[CH2:10][CH2:9]1)=O)(C)(C)C. The catalyst is Cl.O1CCOCC1. The product is [F:33][C:29]1[CH:28]=[C:27]2[C:32]([C:24]([C:20]3[CH:19]=[CH:18][C:17]4[C:22](=[CH:23][N:15]([CH2:14][CH:11]5[CH2:12][CH2:13][NH:8][CH2:9][CH2:10]5)[N:16]=4)[CH:21]=3)=[CH:25][NH:26]2)=[CH:31][CH:30]=1. The yield is 0.930. (8) The reactants are [Cl:1][C:2]1[S:6][C:5]([C:7]([C:15]2[CH:16]=[C:17]3[C:22](=[CH:23][CH:24]=2)[N:21]=[C:20]([O:25]C)[CH:19]=[C:18]3[C:27]2[CH:32]=[CH:31][CH:30]=[C:29]([O:33][CH2:34][CH3:35])[CH:28]=2)([C:9]2[N:10]([CH3:14])[CH:11]=[N:12][CH:13]=2)[OH:8])=[CH:4][CH:3]=1.Cl. The catalyst is C1COCC1. The product is [Cl:1][C:2]1[S:6][C:5]([C:7]([OH:8])([C:9]2[N:10]([CH3:14])[CH:11]=[N:12][CH:13]=2)[C:15]2[CH:16]=[C:17]3[C:22](=[CH:23][CH:24]=2)[NH:21][C:20](=[O:25])[CH:19]=[C:18]3[C:27]2[CH:32]=[CH:31][CH:30]=[C:29]([O:33][CH2:34][CH3:35])[CH:28]=2)=[CH:4][CH:3]=1. The yield is 0.740.